Dataset: Full USPTO retrosynthesis dataset with 1.9M reactions from patents (1976-2016). Task: Predict the reactants needed to synthesize the given product. Given the product [Br:1][C:2]1[C:11](=[O:12])[C:10]2[C:5](=[C:6]([N+:26]([O-:28])=[O:27])[C:7]([NH:39][CH2:38][C:37]3[CH:40]=[CH:41][C:34]([O:33][CH3:32])=[CH:35][CH:36]=3)=[CH:8][CH:9]=2)[O:4][C:3]=1[CH:29]([CH3:30])[CH3:31], predict the reactants needed to synthesize it. The reactants are: [Br:1][C:2]1[C:11](=[O:12])[C:10]2[C:5](=[C:6]([N+:26]([O-:28])=[O:27])[C:7](OS(C3C(C)=CC(C)=CC=3C)(=O)=O)=[CH:8][CH:9]=2)[O:4][C:3]=1[CH:29]([CH3:31])[CH3:30].[CH3:32][O:33][C:34]1[CH:41]=[CH:40][C:37]([CH2:38][NH2:39])=[CH:36][CH:35]=1.O.